From a dataset of Experimentally validated miRNA-target interactions with 360,000+ pairs, plus equal number of negative samples. Binary Classification. Given a miRNA mature sequence and a target amino acid sequence, predict their likelihood of interaction. (1) The miRNA is cfa-miR-208b with sequence AUAAGACGAACAAAAGGUUUGU. The protein sequence of the target gene is MESFRRFSLLSFIALLAYFAFLASAEHHVHQFVITPTPVKRLCRTHQSITVNGQYPGPTLVVRNGDSLAITVINRARYNISIHWHGIRQLRNPWADGPEYITQCPIRPGQTYTYRFKIEDQEGTLWWHAHSRWLRATVYGALIIYPRLGSPYPFSMPKRDIPILLGEWWDRNPMDVLKQAQFTGAAANVSDAYTINGQPGDLYRCSRAGTIRFPIFPGETVQLRVINAGMNQELFFSVANHQFTVVETDSAYTKPFTTNVIMIGPGQTTNVLLTANQRPGRYYMAARAYNSANAPFDNTT.... Result: 0 (no interaction). (2) The miRNA is hsa-miR-514a-3p with sequence AUUGACACUUCUGUGAGUAGA. The protein sequence of the target gene is MSAEGYQYRALYDYKKEREEDIDLHLGDILTVNKGSLVALGFSDGQEARPEDIGWLNGYNETTGERGDFPGTYVEYIGRKRISPPTPKPRPPRPLPVAPGSSKTEADTEQQALPLPDLAEQFAPPDVAPPLLIKLLEAIEKKGLECSTLYRTQSSSNPAELRQLLDCDAASVDLEMIDVHVLADAFKRYLADLPNPVIPVAVYNEMMSLAQELQSPEDCIQLLKKLIRLPNIPHQCWLTLQYLLKHFFKLSQASSKNLLNARVLSEIFSPVLFRFPAASSDNTEHLIKAIEILISTEWNE.... Result: 0 (no interaction). (3) The miRNA is mmu-miR-1946a with sequence AGCCGGGCAGUGGUGGCACACACUUUU. The protein sequence of the target gene is MEEKQQIILANQDGGTVTGGAPTFFVILKQPGNGKTDQGILVTNRDARALLSRESSPGKSKEKICLPADCTVGKITVTLDNNSMWNEFHNRSTEMILTKQGRRMFPYCRYWITGLDSNLKYILVMDISPVDSHRYKWNGRWWEPSGKAEPHILGRVFIHPESPSTGHYWMHQPVSFYKLKLTNNTLDQEGHIILHSMHRYLPRLHLVPAEKATEVIQLNGPGVHTFTFPQTEFFAVTAYQNIQITQLKIDYNPFAKGFRDDGLSSKPQREGKQRNSSDQEGNSVSSSPAHRVRLTEGEGS.... Result: 1 (interaction).